Dataset: Full USPTO retrosynthesis dataset with 1.9M reactions from patents (1976-2016). Task: Predict the reactants needed to synthesize the given product. (1) Given the product [Cl:11][C:12]1[CH:17]=[C:16]([CH:15]=[C:14]([Cl:21])[C:13]=1[O:9][C:5]1[CH:6]=[CH:7][CH:8]=[C:3]([N:2]([CH3:10])[CH3:1])[CH:4]=1)[NH2:18], predict the reactants needed to synthesize it. The reactants are: [CH3:1][N:2]([CH3:10])[C:3]1[CH:4]=[C:5]([OH:9])[CH:6]=[CH:7][CH:8]=1.[Cl:11][C:12]1[CH:17]=[C:16]([N+:18]([O-])=O)[CH:15]=[C:14]([Cl:21])[C:13]=1I.C(=O)([O-])[O-].[K+].[K+].[Cl-].[Ca+2].[Cl-]. (2) Given the product [Br:1][C:2]1[CH:3]=[C:4]([C:9]([C:12]2[C:17]([CH:18]([CH3:20])[CH3:19])=[C:16]([O:21][CH3:22])[N:15]=[C:14]([O:23][CH3:24])[N:13]=2)=[O:31])[CH:5]=[C:6]([CH3:8])[CH:7]=1, predict the reactants needed to synthesize it. The reactants are: [Br:1][C:2]1[CH:3]=[C:4]([CH:9]([C:12]2[C:17]([CH:18]([CH3:20])[CH3:19])=[C:16]([O:21][CH3:22])[N:15]=[C:14]([O:23][CH3:24])[N:13]=2)C#N)[CH:5]=[C:6]([CH3:8])[CH:7]=1.[H-].[Na+].CN(C=[O:31])C. (3) Given the product [NH2:47][C:19]1[C:18]2[N:23]=[C:24]([CH2:42][O:43][CH2:44][CH3:45])[N:25]([CH2:26][C:27]3[CH:41]=[CH:40][C:30]([CH2:31][NH:32][C:33](=[O:39])[O:34][C:35]([CH3:38])([CH3:37])[CH3:36])=[CH:29][CH:28]=3)[C:17]=2[C:16]2[CH:15]=[CH:14][C:13]([Br:12])=[CH:22][C:21]=2[N:20]=1, predict the reactants needed to synthesize it. The reactants are: ClC1C=C(C=CC=1)C(OO)=O.[Br:12][C:13]1[CH:14]=[CH:15][C:16]2[C:17]3[N:25]([CH2:26][C:27]4[CH:41]=[CH:40][C:30]([CH2:31][NH:32][C:33](=[O:39])[O:34][C:35]([CH3:38])([CH3:37])[CH3:36])=[CH:29][CH:28]=4)[C:24]([CH2:42][O:43][CH2:44][CH3:45])=[N:23][C:18]=3[CH:19]=[N:20][C:21]=2[CH:22]=1.[OH-].[NH4+:47].C1(C)C=CC(S(Cl)(=O)=O)=CC=1. (4) Given the product [NH:1]1[CH:5]=[CH:4][C:3]([C:6]2[N:7]=[N:8][C:9]3[CH:15]=[CH:14][CH:13]=[CH:12][C:10]=3[N:11]=2)=[N:2]1, predict the reactants needed to synthesize it. The reactants are: [NH:1]1[CH:5]=[CH:4][C:3]([C:6]2[N:7]=[N+:8]([O-])[C:9]3[CH:15]=[CH:14][CH:13]=[CH:12][C:10]=3[N:11]=2)=[N:2]1. (5) Given the product [Cl:39][C:37]1[C:8]([N:9]([CH2:16][CH3:17])[C:10](=[O:15])[CH2:11][CH2:12][N:13]([CH3:14])[C:33](=[O:35])[CH3:34])=[CH:7][N:6]([C:18]2[CH:19]=[N:20][CH:21]=[CH:22][CH:23]=2)[N:5]=1, predict the reactants needed to synthesize it. The reactants are: Cl.Cl.ClC1[C:8]([N:9]([CH2:16][CH3:17])[C:10](=[O:15])[CH2:11][CH2:12][NH:13][CH3:14])=[CH:7][N:6]([C:18]2[CH:19]=[N:20][CH:21]=[CH:22][CH:23]=2)[N:5]=1.CCN(C(C)C)C(C)C.[C:33](Cl)(=[O:35])[CH3:34].[CH2:37]([Cl:39])Cl.